Dataset: Reaction yield outcomes from USPTO patents with 853,638 reactions. Task: Predict the reaction yield, written as a fraction of the theoretical maximum amount of product (1.0 means a 100% yield; for example, 0.34 means a 34% yield). (1) The reactants are Br[CH:2]1[CH2:17][CH2:16][C:5]2=[C:6]([C:11]([O:13][CH2:14][CH3:15])=[O:12])[O:7][C:8]([S:9][CH3:10])=[C:4]2[C:3]1=O.[C:19]([NH2:27])(=[S:26])[C:20]1[CH:25]=[CH:24][CH:23]=[CH:22][CH:21]=1.C(O)C. The catalyst is C(OCC)(=O)C.O1CCCC1. The product is [CH3:10][S:9][C:8]1[O:7][C:6]([C:11]([O:13][CH2:14][CH3:15])=[O:12])=[C:5]2[C:4]=1[C:3]1[N:27]=[C:19]([C:20]3[CH:25]=[CH:24][CH:23]=[CH:22][CH:21]=3)[S:26][C:2]=1[CH2:17][CH2:16]2. The yield is 0.576. (2) The reactants are [NH2:1][C@@H:2]([C:6]([OH:8])=[O:7])[C@H:3]([CH3:5])[OH:4].C([O-])(O)=O.[Na+].[C:14](=O)([O:27]C1C=CC=CN=1)[O:15][CH2:16][CH2:17][CH2:18][CH2:19][CH2:20][CH:21]1[CH2:26][CH2:25][CH2:24][CH2:23][CH2:22]1.O=C1C=CC=CN1C(OCCCCCC1CCCCC1)=O. The catalyst is O.C1COCC1. The product is [CH:21]1([CH2:20][CH2:19][CH2:18][CH2:17][CH2:16][O:15][C:14]([NH:1][C@H:2]([C@@H:3]([OH:4])[CH3:5])[C:6]([OH:8])=[O:7])=[O:27])[CH2:26][CH2:25][CH2:24][CH2:23][CH2:22]1. The yield is 0.810.